Dataset: Forward reaction prediction with 1.9M reactions from USPTO patents (1976-2016). Task: Predict the product of the given reaction. (1) The product is: [F:16][C:17]1[CH:22]=[C:21]([C:2]2[C:7](=[O:8])[N:6]3[C:9]([CH3:13])=[CH:10][CH:11]=[CH:12][C:5]3=[N:4][C:3]=2[CH2:14][OH:15])[CH:20]=[CH:19][CH:18]=1. Given the reactants Br[C:2]1[C:7](=[O:8])[N:6]2[C:9]([CH3:13])=[CH:10][CH:11]=[CH:12][C:5]2=[N:4][C:3]=1[CH2:14][OH:15].[F:16][C:17]1[CH:18]=[C:19](B(O)O)[CH:20]=[CH:21][CH:22]=1.C(O)(O)=O, predict the reaction product. (2) Given the reactants [Br:1][C:2]1[CH:14]=[CH:13][C:12]([F:15])=[CH:11][C:3]=1[O:4][CH:5]1[CH2:10][CH2:9][NH:8][CH2:7][CH2:6]1.CCN(C(C)C)C(C)C.Br[C:26]1[S:30][C:29]([C:31]#[N:32])=[N:28][N:27]=1, predict the reaction product. The product is: [Br:1][C:2]1[CH:14]=[CH:13][C:12]([F:15])=[CH:11][C:3]=1[O:4][CH:5]1[CH2:6][CH2:7][N:8]([C:26]2[S:30][C:29]([C:31]#[N:32])=[N:28][N:27]=2)[CH2:9][CH2:10]1.